This data is from NCI-60 drug combinations with 297,098 pairs across 59 cell lines. The task is: Regression. Given two drug SMILES strings and cell line genomic features, predict the synergy score measuring deviation from expected non-interaction effect. (1) Drug 1: CC1=C(N=C(N=C1N)C(CC(=O)N)NCC(C(=O)N)N)C(=O)NC(C(C2=CN=CN2)OC3C(C(C(C(O3)CO)O)O)OC4C(C(C(C(O4)CO)O)OC(=O)N)O)C(=O)NC(C)C(C(C)C(=O)NC(C(C)O)C(=O)NCCC5=NC(=CS5)C6=NC(=CS6)C(=O)NCCC[S+](C)C)O. Drug 2: CC1=C(C(=O)C2=C(C1=O)N3CC4C(C3(C2COC(=O)N)OC)N4)N. Cell line: SR. Synergy scores: CSS=89.8, Synergy_ZIP=0.0304, Synergy_Bliss=-0.597, Synergy_Loewe=0.158, Synergy_HSA=0.589. (2) Drug 1: C1=NC(=NC(=O)N1C2C(C(C(O2)CO)O)O)N. Drug 2: C(CN)CNCCSP(=O)(O)O. Cell line: NCI-H460. Synergy scores: CSS=66.7, Synergy_ZIP=2.81, Synergy_Bliss=4.50, Synergy_Loewe=-46.9, Synergy_HSA=3.62. (3) Drug 1: C1=CN(C(=O)N=C1N)C2C(C(C(O2)CO)O)O.Cl. Drug 2: CCCCCOC(=O)NC1=NC(=O)N(C=C1F)C2C(C(C(O2)C)O)O. Cell line: U251. Synergy scores: CSS=25.3, Synergy_ZIP=-1.32, Synergy_Bliss=0.625, Synergy_Loewe=-18.8, Synergy_HSA=0.115. (4) Drug 1: CN1CCC(CC1)COC2=C(C=C3C(=C2)N=CN=C3NC4=C(C=C(C=C4)Br)F)OC. Drug 2: C1=NNC2=C1C(=O)NC=N2. Cell line: NCIH23. Synergy scores: CSS=13.8, Synergy_ZIP=-6.88, Synergy_Bliss=0.413, Synergy_Loewe=0.915, Synergy_HSA=1.12.